This data is from Peptide-MHC class I binding affinity with 185,985 pairs from IEDB/IMGT. The task is: Regression. Given a peptide amino acid sequence and an MHC pseudo amino acid sequence, predict their binding affinity value. This is MHC class I binding data. (1) The peptide sequence is MAIGIVSIL. The MHC is HLA-A68:02 with pseudo-sequence HLA-A68:02. The binding affinity (normalized) is 0.919. (2) The peptide sequence is WTEHRQVRY. The binding affinity (normalized) is 0.0847. The MHC is HLA-A30:01 with pseudo-sequence HLA-A30:01. (3) The peptide sequence is WTDVTPKY. The MHC is Mamu-B01 with pseudo-sequence Mamu-B01. The binding affinity (normalized) is 0. (4) The peptide sequence is WRQWIPAGI. The MHC is HLA-A02:19 with pseudo-sequence HLA-A02:19. The binding affinity (normalized) is 0.0847. (5) The peptide sequence is FRYMNSQGL. The MHC is HLA-B15:01 with pseudo-sequence HLA-B15:01. The binding affinity (normalized) is 0.0847. (6) The peptide sequence is KQMYRKFSR. The MHC is HLA-A31:01 with pseudo-sequence HLA-A31:01. The binding affinity (normalized) is 0.852. (7) The binding affinity (normalized) is 0.0847. The MHC is HLA-A69:01 with pseudo-sequence HLA-A69:01. The peptide sequence is AVYKTYGQY. (8) The peptide sequence is WLDSVIQYL. The MHC is HLA-A02:11 with pseudo-sequence HLA-A02:11. The binding affinity (normalized) is 1.00.